This data is from Full USPTO retrosynthesis dataset with 1.9M reactions from patents (1976-2016). The task is: Predict the reactants needed to synthesize the given product. (1) Given the product [Cl:15][C:14]1[CH:13]=[CH:12][C:7]([CH2:8][OH:9])=[CH:6][C:5]=1[S:2]([NH2:1])(=[O:4])=[O:3], predict the reactants needed to synthesize it. The reactants are: [NH2:1][S:2]([C:5]1[CH:6]=[C:7]([CH:12]=[CH:13][C:14]=1[Cl:15])[C:8](OC)=[O:9])(=[O:4])=[O:3].[Cl-].[Cl-].[Ca+2].[BH4-].[Na+]. (2) Given the product [CH2:1]([O:8][C:9]1[C:18]([O:19][CH3:20])=[CH:17][C:16]2[CH:15]3[N:14]([CH:13]([CH:21]([CH3:23])[CH3:22])[CH2:12][C:11]=2[CH:10]=1)[CH:27]=[C:28]([C:29]([O:31][CH2:32][CH3:33])=[O:30])[C:34](=[O:36])[CH2:35]3)[C:2]1[CH:7]=[CH:6][CH:5]=[CH:4][CH:3]=1, predict the reactants needed to synthesize it. The reactants are: [CH2:1]([O:8][C:9]1[CH:10]=[C:11]2[C:16](=[CH:17][C:18]=1[O:19][CH3:20])[CH:15]=[N:14][CH:13]([CH:21]([CH3:23])[CH3:22])[CH2:12]2)[C:2]1[CH:7]=[CH:6][CH:5]=[CH:4][CH:3]=1.C(O[CH:27]=[C:28]([C:34](=[O:36])[CH3:35])[C:29]([O:31][CH2:32][CH3:33])=[O:30])C.